This data is from HIV replication inhibition screening data with 41,000+ compounds from the AIDS Antiviral Screen. The task is: Binary Classification. Given a drug SMILES string, predict its activity (active/inactive) in a high-throughput screening assay against a specified biological target. (1) The compound is BrCCCCCOc1ccc(-c2c3ccccc3c(-c3ccc(OCCCCCBr)cc3)c3ccccc23)cc1. The result is 0 (inactive). (2) The compound is O=C(NCCCCCCCCNC(=O)c1cnc2ccccc2n1)c1cnc2ccccc2n1. The result is 0 (inactive). (3) The compound is CC(=O)Nc1c(I)c(C(=O)O)c(I)c(N(C)C(C)=O)c1I. The result is 0 (inactive). (4) The drug is COc1ccc2c(c1)C1C(CO2)C(c2ccccc2)=NN1c1ccccc1. The result is 0 (inactive). (5) The result is 0 (inactive). The compound is COC1=CC(=O)C2(C)C(C1=O)C(C)C2c1ccc(OC)cc1. (6) The compound is N#CC(=Cc1cc(Br)c(O)c(Br)c1)c1cccnc1. The result is 0 (inactive). (7) The drug is Cc1c([N+](=O)[O-])oc2c1C(=O)N([N+](=O)[O-])CCC2. The result is 0 (inactive). (8) The result is 0 (inactive). The compound is CC(C)(C)C(=O)ON1N=NC2C3CC(OCc4ccccc4)(OCc4ccccc4)C(O3)C21. (9) The compound is COc1ccc2c(c1)-c1c(c3ccccc3n1CCN1CCOCC1)CC2. The result is 0 (inactive). (10) The compound is C1C2CC3C1C1CN3C21. The result is 0 (inactive).